Dataset: Full USPTO retrosynthesis dataset with 1.9M reactions from patents (1976-2016). Task: Predict the reactants needed to synthesize the given product. (1) Given the product [C:27]([O:31][C:32](=[O:43])[NH:33][CH2:34][CH2:35][CH:36]([NH:42][C:20](=[O:21])[C:19]1[CH:23]=[CH:24][C:25]([CH3:26])=[C:17]([NH:16][C:14]([C:8]2[C:9](=[O:13])[NH:10][C:11]3[C:6]([CH:7]=2)=[CH:5][N:4]=[C:3]([O:2][CH3:1])[CH:12]=3)=[O:15])[CH:18]=1)[C:37]1[CH:41]=[CH:40][S:39][CH:38]=1)([CH3:30])([CH3:28])[CH3:29], predict the reactants needed to synthesize it. The reactants are: [CH3:1][O:2][C:3]1[CH:12]=[C:11]2[C:6]([CH:7]=[C:8]([C:14]([NH:16][C:17]3[CH:18]=[C:19]([CH:23]=[CH:24][C:25]=3[CH3:26])[C:20](O)=[O:21])=[O:15])[C:9](=[O:13])[NH:10]2)=[CH:5][N:4]=1.[C:27]([O:31][C:32](=[O:43])[NH:33][CH2:34][CH2:35][CH:36]([NH2:42])[C:37]1[CH:41]=[CH:40][S:39][CH:38]=1)([CH3:30])([CH3:29])[CH3:28]. (2) Given the product [CH3:14][S:12]([C:3]1[CH:4]=[C:5]([C:20]2[S:19][C:18]([CH2:15][CH2:16][CH3:17])=[CH:22][CH:21]=2)[C:6]([S:8]([CH3:10])=[O:9])=[CH:7][C:2]=1[C:20]1[S:19][C:18]([CH2:15][CH2:16][CH3:17])=[CH:22][CH:21]=1)=[O:13], predict the reactants needed to synthesize it. The reactants are: Br[C:2]1[CH:7]=[C:6]([S:8]([CH3:10])=[O:9])[C:5](Br)=[CH:4][C:3]=1[S:12]([CH3:14])=[O:13].[CH2:15]([C:18]1[S:19][C:20]([Sn](C)(C)C)=[CH:21][CH:22]=1)[CH2:16][CH3:17].